From a dataset of TCR-epitope binding with 47,182 pairs between 192 epitopes and 23,139 TCRs. Binary Classification. Given a T-cell receptor sequence (or CDR3 region) and an epitope sequence, predict whether binding occurs between them. (1) The epitope is GLIYNRMGAVTTEV. The TCR CDR3 sequence is CTSSGRTSGRDKQYF. Result: 0 (the TCR does not bind to the epitope). (2) The epitope is KAYNVTQAF. The TCR CDR3 sequence is CASSFDRSNEQYF. Result: 1 (the TCR binds to the epitope). (3) The TCR CDR3 sequence is CSVPSRGYAGELFF. The epitope is LLWNGPMAV. Result: 1 (the TCR binds to the epitope). (4) The epitope is DATYQRTRALVR. The TCR CDR3 sequence is CASSRSTGAKMNTEAFF. Result: 0 (the TCR does not bind to the epitope). (5) The TCR CDR3 sequence is CASSQPSTGGGYTF. Result: 0 (the TCR does not bind to the epitope). The epitope is RILGAGCFV.